This data is from Full USPTO retrosynthesis dataset with 1.9M reactions from patents (1976-2016). The task is: Predict the reactants needed to synthesize the given product. (1) Given the product [F:22][C:21]([F:24])([F:23])[C:17]1[CH:16]=[C:15]([NH:14][C:9]2[C:10]3[CH:11]=[CH:12][N:25]=[C:4]([NH2:1])[C:5]=3[CH:6]=[CH:27][CH:28]=2)[CH:20]=[CH:19][CH:18]=1, predict the reactants needed to synthesize it. The reactants are: [N+:1]([C:4]1C=[CH:12][CH:11]=[C:10]2[C:5]=1[CH:6]=CN=[C:9]2[NH:14][C:15]1[CH:20]=[CH:19][CH:18]=[C:17]([C:21]([F:24])([F:23])[F:22])[CH:16]=1)([O-])=O.[NH4+:25].[Cl-].[CH3:27][CH2:28]O.O. (2) Given the product [CH2:3]([O:5][C:6](=[O:12])[CH2:7][NH:8][CH2:9][CH2:10][NH:11][S:27]([C:24]1[CH:25]=[CH:26][C:21]([CH3:20])=[CH:22][C:23]=1[N+:31]([O-:33])=[O:32])(=[O:28])=[O:29])[CH3:4], predict the reactants needed to synthesize it. The reactants are: Cl.Cl.[CH2:3]([O:5][C:6](=[O:12])[CH2:7][NH:8][CH2:9][CH2:10][NH2:11])[CH3:4].C(N(CC)CC)C.[CH3:20][C:21]1[CH:26]=[CH:25][C:24]([S:27](Cl)(=[O:29])=[O:28])=[C:23]([N+:31]([O-:33])=[O:32])[CH:22]=1. (3) Given the product [CH3:1][C:2]1([CH3:10])[CH2:3][C:4](=[O:5])[NH:11][C:7]1=[O:8], predict the reactants needed to synthesize it. The reactants are: [CH3:1][C:2]([CH3:10])([C:7](O)=[O:8])[CH2:3][C:4](O)=[O:5].[NH2:11]C(N)=O. (4) Given the product [CH3:1][C:2]1[CH:3]=[C:4]([OH:28])[CH:7]=[C:8]([CH3:22])[C:9]=1[O:10][C:11]1[CH:16]=[CH:15][C:14]([O:17][CH3:18])=[C:13]([CH:19]([CH3:21])[CH3:20])[CH:12]=1, predict the reactants needed to synthesize it. The reactants are: [CH3:1][C:2]1[CH:3]=[C:4]([CH:7]=[C:8]([CH3:22])[C:9]=1[O:10][C:11]1[CH:16]=[CH:15][C:14]([O:17][CH3:18])=[C:13]([CH:19]([CH3:21])[CH3:20])[CH:12]=1)C=O.ClC1C=C(C=CC=1)C(OO)=[O:28].[OH-].[Na+].Cl.